Dataset: NCI-60 drug combinations with 297,098 pairs across 59 cell lines. Task: Regression. Given two drug SMILES strings and cell line genomic features, predict the synergy score measuring deviation from expected non-interaction effect. (1) Drug 1: CNC(=O)C1=CC=CC=C1SC2=CC3=C(C=C2)C(=NN3)C=CC4=CC=CC=N4. Drug 2: C1CCC(C(C1)N)N.C(=O)(C(=O)[O-])[O-].[Pt+4]. Cell line: SF-295. Synergy scores: CSS=19.4, Synergy_ZIP=-5.46, Synergy_Bliss=-0.313, Synergy_Loewe=1.61, Synergy_HSA=2.78. (2) Cell line: KM12. Synergy scores: CSS=1.67, Synergy_ZIP=0.289, Synergy_Bliss=-0.610, Synergy_Loewe=-1.74, Synergy_HSA=-4.81. Drug 1: CC12CCC3C(C1CCC2O)C(CC4=C3C=CC(=C4)O)CCCCCCCCCS(=O)CCCC(C(F)(F)F)(F)F. Drug 2: CN(C(=O)NC(C=O)C(C(C(CO)O)O)O)N=O. (3) Drug 1: CC1=C(C(=CC=C1)Cl)NC(=O)C2=CN=C(S2)NC3=CC(=NC(=N3)C)N4CCN(CC4)CCO. Drug 2: CC1C(C(CC(O1)OC2CC(OC(C2O)C)OC3=CC4=CC5=C(C(=O)C(C(C5)C(C(=O)C(C(C)O)O)OC)OC6CC(C(C(O6)C)O)OC7CC(C(C(O7)C)O)OC8CC(C(C(O8)C)O)(C)O)C(=C4C(=C3C)O)O)O)O. Cell line: UACC-257. Synergy scores: CSS=37.5, Synergy_ZIP=-0.282, Synergy_Bliss=1.97, Synergy_Loewe=-4.32, Synergy_HSA=0.149. (4) Drug 1: CC1=C(C=C(C=C1)NC2=NC=CC(=N2)N(C)C3=CC4=NN(C(=C4C=C3)C)C)S(=O)(=O)N.Cl. Drug 2: C1=NNC2=C1C(=O)NC=N2. Cell line: NCI-H522. Synergy scores: CSS=10.6, Synergy_ZIP=-2.67, Synergy_Bliss=3.53, Synergy_Loewe=4.12, Synergy_HSA=3.84. (5) Drug 1: CC1C(C(CC(O1)OC2CC(CC3=C2C(=C4C(=C3O)C(=O)C5=C(C4=O)C(=CC=C5)OC)O)(C(=O)C)O)N)O.Cl. Drug 2: CC1=C(C(=O)C2=C(C1=O)N3CC4C(C3(C2COC(=O)N)OC)N4)N. Cell line: UO-31. Synergy scores: CSS=15.0, Synergy_ZIP=-4.63, Synergy_Bliss=-0.711, Synergy_Loewe=-0.151, Synergy_HSA=1.58.